From a dataset of Full USPTO retrosynthesis dataset with 1.9M reactions from patents (1976-2016). Predict the reactants needed to synthesize the given product. (1) The reactants are: [CH2:1]([C:4]1[C:9]2[N:10]=[C:11]([CH3:13])[O:12][C:8]=2[CH:7]=[CH:6][C:5]=1[OH:14])[CH:2]=[CH2:3].[C:15](=O)([O-])[O-].[K+].[K+].CI.O. Given the product [CH2:1]([C:4]1[C:9]2[N:10]=[C:11]([CH3:13])[O:12][C:8]=2[CH:7]=[CH:6][C:5]=1[O:14][CH3:15])[CH:2]=[CH2:3], predict the reactants needed to synthesize it. (2) The reactants are: [F:1][C:2]1[CH:21]=[CH:20][C:5]2[C:6]([C:9]3[CH:14]=[CH:13][C:12]([O:15][CH2:16][C@H:17]4[CH2:19][O:18]4)=[CH:11][CH:10]=3)=[N:7][O:8][C:4]=2[CH:3]=1.[C:22]12([NH2:32])[CH2:31][CH:26]3[CH2:27][CH:28]([CH2:30][CH:24]([CH2:25]3)[CH2:23]1)[CH2:29]2. Given the product [C:22]12([NH:32][CH2:19][C@@H:17]([OH:18])[CH2:16][O:15][C:12]3[CH:13]=[CH:14][C:9]([C:6]4[C:5]5[CH:20]=[CH:21][C:2]([F:1])=[CH:3][C:4]=5[O:8][N:7]=4)=[CH:10][CH:11]=3)[CH2:29][CH:28]3[CH2:27][CH:26]([CH2:25][CH:24]([CH2:30]3)[CH2:23]1)[CH2:31]2, predict the reactants needed to synthesize it.